Predict the reactants needed to synthesize the given product. From a dataset of Full USPTO retrosynthesis dataset with 1.9M reactions from patents (1976-2016). (1) Given the product [Cl:13][C:14]1[CH:15]=[CH:16][C:17]([C:20]2[O:28][C:27]3[CH:26]=[CH:25][N:24]([C:29]4[CH:34]=[CH:33][C:32]([O:35][CH2:62][CH:59]5[CH2:60][CH2:61][O:58]5)=[C:31]([O:36][CH3:37])[CH:30]=4)[C:23](=[O:38])[C:22]=3[CH:21]=2)=[CH:18][CH:19]=1, predict the reactants needed to synthesize it. The reactants are: CCOC(/N=N/C(OCC)=O)=O.[Cl:13][C:14]1[CH:19]=[CH:18][C:17]([C:20]2[O:28][C:27]3[CH:26]=[CH:25][N:24]([C:29]4[CH:34]=[CH:33][C:32]([OH:35])=[C:31]([O:36][CH3:37])[CH:30]=4)[C:23](=[O:38])[C:22]=3[CH:21]=2)=[CH:16][CH:15]=1.C1(P(C2C=CC=CC=2)C2C=CC=CC=2)C=CC=CC=1.[O:58]1[CH2:61][CH2:60][CH:59]1[CH2:62]O. (2) Given the product [CH:11]1([C:8]2[C:7]([C:14]3[CH:19]=[C:18]([O:20][CH3:21])[CH:17]=[CH:16][C:15]=3[F:22])=[CH:6][C:5]([CH2:3][OH:2])=[CH:10][CH:9]=2)[CH2:12][CH2:13]1, predict the reactants needed to synthesize it. The reactants are: C[O:2][C:3]([C:5]1[CH:6]=[C:7]([C:14]2[CH:19]=[C:18]([O:20][CH3:21])[CH:17]=[CH:16][C:15]=2[F:22])[C:8]([CH:11]2[CH2:13][CH2:12]2)=[CH:9][CH:10]=1)=O.[H-].[Al+3].[Li+].[H-].[H-].[H-]. (3) Given the product [F:25][C:26]1[CH:31]=[CH:30][CH:29]=[CH:28][C:27]=1[N:32]1[C:40]2[C:35](=[C:36]([N:41]3[CH2:45][CH2:44][N:43]([CH2:46][C:47]([N:55]4[CH2:56][CH2:57][CH2:58][C@H:53]([F:52])[CH2:54]4)=[O:48])[C:42]3=[O:50])[CH:37]=[CH:38][CH:39]=2)[CH:34]=[N:33]1, predict the reactants needed to synthesize it. The reactants are: CN(C(ON1N=NC2C=CC=NC1=2)=[N+](C)C)C.F[P-](F)(F)(F)(F)F.[F:25][C:26]1[CH:31]=[CH:30][CH:29]=[CH:28][C:27]=1[N:32]1[C:40]2[C:35](=[C:36]([N:41]3[CH2:45][CH2:44][N:43]([CH2:46][C:47](O)=[O:48])[C:42]3=[O:50])[CH:37]=[CH:38][CH:39]=2)[CH:34]=[N:33]1.Cl.[F:52][C@H:53]1[CH2:58][CH2:57][CH2:56][NH:55][CH2:54]1. (4) Given the product [Br:1][C:2]1[C:3]([CH3:9])=[CH:4][C:5](=[O:8])[N:6]([CH2:18][CH2:17][C:16]([O:20][CH3:21])=[O:19])[CH:7]=1, predict the reactants needed to synthesize it. The reactants are: [Br:1][C:2]1[C:3]([CH3:9])=[CH:4][C:5](=[O:8])[NH:6][CH:7]=1.C([O-])([O-])=O.[K+].[K+].[C:16]([O:20][CH3:21])(=[O:19])[CH:17]=[CH2:18]. (5) The reactants are: [CH2:1]([C:3]1[CH:8]=[CH:7][C:6]([C:9]2[CH:14]=[C:13]([CH2:15][CH2:16][CH:17](O)[CH3:18])[C:12]([OH:20])=[C:11]([F:21])[C:10]=2[F:22])=[CH:5][CH:4]=1)[CH3:2].S(=O)(=O)(O)O.[OH-].[Na+]. Given the product [CH2:1]([C:3]1[CH:8]=[CH:7][C:6]([C:9]2[CH:14]=[C:13]3[C:12](=[C:11]([F:21])[C:10]=2[F:22])[O:20][CH:17]([CH3:18])[CH2:16][CH2:15]3)=[CH:5][CH:4]=1)[CH3:2], predict the reactants needed to synthesize it. (6) Given the product [F:38][C:39]([F:44])([F:43])[C:40]([OH:42])=[O:41].[N:17]1([C:14]2[CH:13]=[CH:12][C:11]([C:8]3[CH:9]=[CH:10][C:5]([C:3]([O:2][CH3:1])=[O:4])=[CH:6][CH:7]=3)=[CH:16][CH:15]=2)[CH2:18][CH2:19][NH:20][CH2:21][CH2:22]1, predict the reactants needed to synthesize it. The reactants are: [CH3:1][O:2][C:3]([C:5]1[CH:10]=[CH:9][C:8]([C:11]2[CH:16]=[CH:15][C:14]([N:17]3[CH2:22][CH2:21][N:20](C(OC(C)(C)C)=O)[CH2:19][CH2:18]3)=[CH:13][CH:12]=2)=[CH:7][CH:6]=1)=[O:4].C1(OC)C=CC=CC=1.[F:38][C:39]([F:44])([F:43])[C:40]([OH:42])=[O:41].O.